Task: Regression. Given a peptide amino acid sequence and an MHC pseudo amino acid sequence, predict their binding affinity value. This is MHC class II binding data.. Dataset: Peptide-MHC class II binding affinity with 134,281 pairs from IEDB (1) The peptide sequence is EFIPMKSSWGAIWRI. The MHC is HLA-DPA10103-DPB10401 with pseudo-sequence HLA-DPA10103-DPB10401. The binding affinity (normalized) is 0.217. (2) The peptide sequence is DYVLLGVAAAVVIGL. The MHC is HLA-DQA10501-DQB10301 with pseudo-sequence HLA-DQA10501-DQB10301. The binding affinity (normalized) is 0.316. (3) The binding affinity (normalized) is 0.633. The peptide sequence is TILIKKYNLNRAMML. The MHC is DRB1_0405 with pseudo-sequence DRB1_0405. (4) The peptide sequence is LSYYKLGASQRVGTD. The MHC is DRB1_0301 with pseudo-sequence DRB1_0301. The binding affinity (normalized) is 0.222. (5) The peptide sequence is PSGLVIPENAKEKPQ. The MHC is DRB1_0401 with pseudo-sequence DRB1_0401. The binding affinity (normalized) is 0.